From a dataset of Reaction yield outcomes from USPTO patents with 853,638 reactions. Predict the reaction yield, written as a fraction of the theoretical maximum amount of product (1.0 means a 100% yield; for example, 0.34 means a 34% yield). (1) The reactants are [F:1][C:2]([F:13])([F:12])[C:3]1[CH:4]=[C:5]([C@@H:9]([OH:11])[CH3:10])[CH:6]=[CH:7][CH:8]=1.[C:14]([O:18][C:19]([N:21]1[CH2:24][CH:23]([O:25][C:26]2[CH:31]=[C:30]([Cl:32])[CH:29]=[CH:28][C:27]=2O)[CH2:22]1)=[O:20])([CH3:17])([CH3:16])[CH3:15].C1C=CC(P(C2C=CC=CC=2)C2C=CC=CC=2)=CC=1.CCOC(/N=N/C(OCC)=O)=O. The catalyst is C1COCC1. The product is [C:14]([O:18][C:19]([N:21]1[CH2:24][CH:23]([O:25][C:26]2[CH:31]=[C:30]([Cl:32])[CH:29]=[CH:28][C:27]=2[O:11][C@@H:9]([C:5]2[CH:6]=[CH:7][CH:8]=[C:3]([C:2]([F:12])([F:13])[F:1])[CH:4]=2)[CH3:10])[CH2:22]1)=[O:20])([CH3:17])([CH3:15])[CH3:16]. The yield is 0.910. (2) The reactants are [Cl:1][C:2]1[C:3]([NH:8][NH2:9])=[N:4][CH:5]=[CH:6][N:7]=1.[CH:10](OCC)(OCC)OCC.C1(C)C(C)=CC=CC=1. The catalyst is C(OCC)C. The product is [Cl:1][C:2]1[C:3]2[N:4]([CH:10]=[N:9][N:8]=2)[CH:5]=[CH:6][N:7]=1. The yield is 0.620.